Dataset: Peptide-MHC class II binding affinity with 134,281 pairs from IEDB. Task: Regression. Given a peptide amino acid sequence and an MHC pseudo amino acid sequence, predict their binding affinity value. This is MHC class II binding data. (1) The peptide sequence is SNLLRAIEAQQHLLQLTVWGIKQL. The MHC is HLA-DQA10501-DQB10301 with pseudo-sequence HLA-DQA10501-DQB10301. The binding affinity (normalized) is 0.0915. (2) The peptide sequence is NSVIQALTSLGLLYT. The MHC is DRB1_0701 with pseudo-sequence DRB1_0701. The binding affinity (normalized) is 0.937. (3) The peptide sequence is ALKESWGAIWRIDTP. The MHC is DRB1_0301 with pseudo-sequence DRB1_0301. The binding affinity (normalized) is 0.138.